Dataset: Peptide-MHC class II binding affinity with 134,281 pairs from IEDB. Task: Regression. Given a peptide amino acid sequence and an MHC pseudo amino acid sequence, predict their binding affinity value. This is MHC class II binding data. The peptide sequence is YRKGLGNFVQTDRKS. The MHC is DRB1_0901 with pseudo-sequence DRB1_0901. The binding affinity (normalized) is 0.656.